The task is: Regression/Classification. Given a drug SMILES string, predict its toxicity properties. Task type varies by dataset: regression for continuous values (e.g., LD50, hERG inhibition percentage) or binary classification for toxic/non-toxic outcomes (e.g., AMES mutagenicity, cardiotoxicity, hepatotoxicity). Dataset: herg_karim.. This data is from hERG potassium channel inhibition data for cardiac toxicity prediction from Karim et al.. (1) The compound is COCC[C@H](Oc1ncnc2c1cnn2-c1ccccc1C(F)(F)F)C(=O)Nc1ccc(C)cn1. The result is 0 (non-blocker). (2) The molecule is CC1(N2CCC(N(c3ccccc3)c3cccnc3)CC2)CCN(C(=O)c2c(Cl)c[n+]([O-])cc2Cl)CC1. The result is 1 (blocker). (3) The drug is CCc1nnc([C@]2(c3cnn(C)c3)N[C@@H](c3nc(-c4ccc(F)cn4)c[nH]3)Cc3c2[nH]c2ccccc32)o1. The result is 1 (blocker). (4) The drug is CNCc1cc(F)c(OC)cc1Oc1ccc(Cl)c(Cl)c1. The result is 1 (blocker). (5) The compound is COC(=O)N(NC(=O)c1c(CN2CCN(C)CC2)c(-c2ccccc2)nc2ccccc12)c1ccccc1. The result is 1 (blocker). (6) The compound is O=C(NCCCCN1CCN(c2cccc(Cl)c2)CC1)c1cc2ccccc2cn1. The result is 1 (blocker).